This data is from Full USPTO retrosynthesis dataset with 1.9M reactions from patents (1976-2016). The task is: Predict the reactants needed to synthesize the given product. Given the product [CH2:49]([C:7]1[CH:6]=[CH:5][CH:38]=[CH:37][C:8]=1[C:9]([NH:11][C:12]1[CH:17]=[CH:16][CH:15]=[C:14]([C:18]2[N:19]=[C:20]([NH:27][C:28]3[CH:29]=[CH:30][C:31]([C:32]([N:66]4[CH2:71][CH2:70][O:69][CH2:68][CH2:67]4)=[O:34])=[CH:35][CH:36]=3)[C:21]3[N:22]([CH:24]=[CH:25][N:26]=3)[CH:23]=2)[CH:13]=1)=[O:10])[CH2:54][CH2:53][CH3:52], predict the reactants needed to synthesize it. The reactants are: C([C:5]1[CH:38]=[CH:37][C:8]([C:9]([NH:11][C:12]2[CH:13]=[C:14]([C:18]3[N:19]=[C:20]([NH:27][C:28]4[CH:36]=[CH:35][C:31]([C:32]([OH:34])=O)=[CH:30][CH:29]=4)[C:21]4[N:22]([CH:24]=[CH:25][N:26]=4)[CH:23]=3)[CH:15]=[CH:16][CH:17]=2)=[O:10])=[CH:7][CH:6]=1)(C)(C)C.F[P-](F)(F)(F)(F)F.N1(O[P+](N(C)C)(N(C)C)N(C)C)C2C=[CH:52][CH:53]=[CH:54][C:49]=2N=N1.[NH:66]1[CH2:71][CH2:70][O:69][CH2:68][CH2:67]1.